Dataset: Reaction yield outcomes from USPTO patents with 853,638 reactions. Task: Predict the reaction yield, written as a fraction of the theoretical maximum amount of product (1.0 means a 100% yield; for example, 0.34 means a 34% yield). The reactants are [NH:1]1[CH2:6][CH2:5][CH:4]([CH2:7][OH:8])[CH2:3][CH2:2]1.[F:9][C:10]1[CH:11]=[C:12]([CH:18]=[C:19]([F:21])[CH:20]=1)[CH:13]=[CH:14][C:15](O)=[O:16].F[P-](F)(F)(F)(F)F.N1(O[P+](N(C)C)(N(C)C)N(C)C)C2C=CC=CC=2N=N1.C(N(CC)CC)C. The catalyst is ClCCl. The product is [F:9][C:10]1[CH:11]=[C:12](/[CH:13]=[CH:14]/[C:15]([N:1]2[CH2:6][CH2:5][CH:4]([CH2:7][OH:8])[CH2:3][CH2:2]2)=[O:16])[CH:18]=[C:19]([F:21])[CH:20]=1. The yield is 0.810.